From a dataset of NCI-60 drug combinations with 297,098 pairs across 59 cell lines. Regression. Given two drug SMILES strings and cell line genomic features, predict the synergy score measuring deviation from expected non-interaction effect. (1) Drug 1: C1CN1C2=NC(=NC(=N2)N3CC3)N4CC4. Drug 2: C1=CC=C(C(=C1)C(C2=CC=C(C=C2)Cl)C(Cl)Cl)Cl. Cell line: CCRF-CEM. Synergy scores: CSS=51.1, Synergy_ZIP=2.63, Synergy_Bliss=3.33, Synergy_Loewe=-35.1, Synergy_HSA=1.78. (2) Drug 1: C1=CC(=C2C(=C1NCCNCCO)C(=O)C3=C(C=CC(=C3C2=O)O)O)NCCNCCO. Drug 2: CC1=C(C=C(C=C1)NC(=O)C2=CC=C(C=C2)CN3CCN(CC3)C)NC4=NC=CC(=N4)C5=CN=CC=C5. Cell line: NCI/ADR-RES. Synergy scores: CSS=10.8, Synergy_ZIP=-1.02, Synergy_Bliss=2.04, Synergy_Loewe=-2.46, Synergy_HSA=1.17. (3) Drug 1: CC1C(C(CC(O1)OC2CC(CC3=C2C(=C4C(=C3O)C(=O)C5=C(C4=O)C(=CC=C5)OC)O)(C(=O)CO)O)N)O.Cl. Drug 2: C1=C(C(=O)NC(=O)N1)N(CCCl)CCCl. Cell line: UO-31. Synergy scores: CSS=11.1, Synergy_ZIP=-1.01, Synergy_Bliss=2.79, Synergy_Loewe=-1.69, Synergy_HSA=-1.89.